This data is from Full USPTO retrosynthesis dataset with 1.9M reactions from patents (1976-2016). The task is: Predict the reactants needed to synthesize the given product. (1) Given the product [C:1]([C:5]1[CH:10]=[C:9]([Br:19])[CH:8]=[CH:7][C:6]=1[OH:11])([CH3:4])([CH3:2])[CH3:3], predict the reactants needed to synthesize it. The reactants are: [C:1]([C:5]1[CH:10]=[CH:9][CH:8]=[CH:7][C:6]=1[OH:11])([CH3:4])([CH3:3])[CH3:2].C1C(=O)N([Br:19])C(=O)C1. (2) Given the product [CH3:1][O:2][C:3]1[CH:4]=[C:5]2[C:10](=[CH:11][C:12]=1[O:13][CH3:14])[N:9]=[CH:8][CH:7]=[C:6]2[O:15][C:16]1[CH:22]=[CH:21][C:19]([NH:20][C:39]([NH:38][C:36](=[O:37])[C:32]2[CH:33]=[CH:34][CH:35]=[C:30]([CH3:29])[CH:31]=2)=[S:40])=[C:18]([N+:23]([O-:25])=[O:24])[CH:17]=1, predict the reactants needed to synthesize it. The reactants are: [CH3:1][O:2][C:3]1[CH:4]=[C:5]2[C:10](=[CH:11][C:12]=1[O:13][CH3:14])[N:9]=[CH:8][CH:7]=[C:6]2[O:15][C:16]1[CH:22]=[CH:21][C:19]([NH2:20])=[C:18]([N+:23]([O-:25])=[O:24])[CH:17]=1.C(O)C.[CH3:29][C:30]1[CH:31]=[C:32]([C:36]([N:38]=[C:39]=[S:40])=[O:37])[CH:33]=[CH:34][CH:35]=1. (3) Given the product [C:11]([O:10][C:9](=[O:15])[NH:8][C@H:3]([C:2](=[S:26])[NH2:1])[CH2:4][CH:5]([CH3:7])[CH3:6])([CH3:14])([CH3:13])[CH3:12], predict the reactants needed to synthesize it. The reactants are: [NH2:1][C:2](=O)[C@@H:3]([NH:8][C:9](=[O:15])[O:10][C:11]([CH3:14])([CH3:13])[CH3:12])[CH2:4][CH:5]([CH3:7])[CH3:6].COC1C=CC(P2(SP(C3C=CC(OC)=CC=3)(=S)S2)=[S:26])=CC=1. (4) Given the product [OH:20][CH2:21][C:22]1[O:19][C:16](/[CH:17]=[CH:6]/[C:4](=[O:5])[CH2:3][CH2:2][C:1]([O:8][CH2:9][CH3:10])=[O:7])=[CH:24][CH:23]=1, predict the reactants needed to synthesize it. The reactants are: [C:1]([O:8][CH2:9][CH3:10])(=[O:7])[CH2:2][CH2:3][C:4]([CH3:6])=[O:5].N1CCCC1.[C:16]([OH:19])(=O)[CH3:17].[OH:20][CH2:21][C:22]1C=CO[C:23]=1[CH:24]=O. (5) Given the product [CH:1]1([CH2:4][N:5]([CH2:20][CH2:21][CH3:22])[C:6]2[C:15]([CH2:16][OH:17])=[CH:14][C:13]3[C:8](=[CH:9][CH:10]=[C:11]([O:18][CH3:19])[CH:12]=3)[N:7]=2)[CH2:2][CH2:3]1, predict the reactants needed to synthesize it. The reactants are: [CH:1]1([CH2:4][N:5]([CH2:20][CH2:21][CH3:22])[C:6]2[C:15]([CH:16]=[O:17])=[CH:14][C:13]3[C:8](=[CH:9][CH:10]=[C:11]([O:18][CH3:19])[CH:12]=3)[N:7]=2)[CH2:3][CH2:2]1.[BH4-].[Na+].[Cl-].[NH4+].C(OCC)C. (6) Given the product [CH2:11]([O:13][C:14](=[O:19])[CH:15]=[C:16]([NH:8][C:6]1[CH:7]=[C:2]([F:1])[CH:3]=[CH:4][C:5]=1[O:9][CH3:10])[CH3:17])[CH3:12], predict the reactants needed to synthesize it. The reactants are: [F:1][C:2]1[CH:3]=[CH:4][C:5]([O:9][CH3:10])=[C:6]([NH2:8])[CH:7]=1.[CH2:11]([O:13][C:14](=[O:19])[CH2:15][C:16](=O)[CH3:17])[CH3:12].C(O)(=O)C.[O-]S([O-])(=O)=O.[Ca+2]. (7) Given the product [CH2:12]([O:14][CH2:15][CH2:16][O:17][CH2:18][CH2:19][C:20]([O-:22])=[O:21])[CH3:13].[CH2:2]([N+:4]([CH2:10][CH3:11])([CH2:6][CH2:7][O:8][CH3:9])[CH3:5])[CH3:3], predict the reactants needed to synthesize it. The reactants are: [OH-].[CH2:2]([N+:4]([CH2:10][CH3:11])([CH2:6][CH2:7][O:8][CH3:9])[CH3:5])[CH3:3].[CH2:12]([O:14][CH2:15][CH2:16][O:17][CH2:18][CH2:19][C:20]([OH:22])=[O:21])[CH3:13].